Task: Predict which catalyst facilitates the given reaction.. Dataset: Catalyst prediction with 721,799 reactions and 888 catalyst types from USPTO (1) Reactant: [NH:1]([C:10]([O:12][CH2:13][CH2:14][C:15]1[CH:20]=[CH:19][C:18]([O:21][C:22]([C:24]2[N:25]=[C:26]([NH:29][C:30](=[O:32])[CH3:31])[S:27][CH:28]=2)=[O:23])=[CH:17][CH:16]=1)=[O:11])[NH:2]C(OC(C)(C)C)=O.O1CCOCC1.[ClH:39]. Product: [ClH:39].[C:30]([NH:29][C:26]1[S:27][CH:28]=[C:24]([C:22]([O:21][C:18]2[CH:17]=[CH:16][C:15]([CH2:14][CH2:13][O:12][C:10]([NH:1][NH2:2])=[O:11])=[CH:20][CH:19]=2)=[O:23])[N:25]=1)(=[O:32])[CH3:31]. The catalyst class is: 4. (2) Reactant: [CH3:1][O:2][C:3]1[CH:4]=[C:5]2[C:10](=[CH:11][C:12]=1[O:13][CH3:14])[N:9]=[CH:8][CH:7]=[C:6]2[O:15][C:16]1[CH:22]=[CH:21][C:19]([NH2:20])=[C:18]([CH3:23])[C:17]=1[CH3:24].C1(C)C=CC=CC=1.C(N(CC)CC)C.ClC(Cl)(O[C:43](=[O:49])[O:44][C:45](Cl)(Cl)Cl)Cl.[F:51][C:52]1[CH:53]=[C:54]([CH:60]=[CH:61][CH:62]=1)[O:55][CH2:56][CH2:57]CO. Product: [CH3:1][O:2][C:3]1[CH:4]=[C:5]2[C:10](=[CH:11][C:12]=1[O:13][CH3:14])[N:9]=[CH:8][CH:7]=[C:6]2[O:15][C:16]1[CH:22]=[CH:21][C:19]([NH:20][C:43](=[O:49])[O:44][CH2:45][CH2:57][CH2:56][O:55][C:54]2[CH:60]=[CH:61][CH:62]=[C:52]([F:51])[CH:53]=2)=[C:18]([CH3:23])[C:17]=1[CH3:24]. The catalyst class is: 2.